Dataset: Full USPTO retrosynthesis dataset with 1.9M reactions from patents (1976-2016). Task: Predict the reactants needed to synthesize the given product. (1) Given the product [Si:11]([O:18][CH2:19][CH2:20][CH:21]=[O:22])([C:14]([CH3:17])([CH3:16])[CH3:15])([CH3:13])[CH3:12], predict the reactants needed to synthesize it. The reactants are: CS(C)=O.C(Cl)(=O)C(Cl)=O.[Si:11]([O:18][CH2:19][CH2:20][CH2:21][OH:22])([C:14]([CH3:17])([CH3:16])[CH3:15])([CH3:13])[CH3:12].C(N(CC)CC)C. (2) Given the product [C:38]([O:42][C:43]([N:45]([CH2:63][CH2:64][CH2:65][OH:66])[CH2:46][C:47]([NH:49][S:50]([C:53]1[CH:54]=[C:55]2[C:60](=[CH:61][CH:62]=1)[CH:59]=[N:58][CH:57]=[CH:56]2)(=[O:52])=[O:51])([CH3:1])[CH3:48])=[O:44])([CH3:41])([CH3:40])[CH3:39], predict the reactants needed to synthesize it. The reactants are: [CH2:1](N(CC)CC)C.ClCCl.C(OC(NC(C)(C)CN(C(OC(C)(C)C)=O)CCCO)=O)C1C=CC=CC=1.[C:38]([O:42][C:43]([N:45]([CH2:63][CH2:64][CH2:65][OH:66])[CH2:46][C@@H:47]([NH:49][S:50]([C:53]1[CH:54]=[C:55]2[C:60](=[CH:61][CH:62]=1)[CH:59]=[N:58][CH:57]=[CH:56]2)(=[O:52])=[O:51])[CH3:48])=[O:44])([CH3:41])([CH3:40])[CH3:39]. (3) Given the product [Cl:12][C:13]1[CH:14]=[N+:15]([O-:9])[CH:16]=[C:17]([Cl:37])[C:18]=1[CH2:19][C:20]([C:22]1[C:23]2[N:24]([N:30]=[C:31]([C:33]([F:34])([F:35])[F:36])[CH:32]=2)[C:25]([O:28][CH3:29])=[CH:26][CH:27]=1)=[O:21], predict the reactants needed to synthesize it. The reactants are: ClC1C=CC=C(C(OO)=[O:9])C=1.[Cl:12][C:13]1[CH:14]=[N:15][CH:16]=[C:17]([Cl:37])[C:18]=1[CH2:19][C:20]([C:22]1[C:23]2[N:24]([N:30]=[C:31]([C:33]([F:36])([F:35])[F:34])[CH:32]=2)[C:25]([O:28][CH3:29])=[CH:26][CH:27]=1)=[O:21].S([O-])([O-])(=O)=S.[Na+].[Na+]. (4) Given the product [ClH:15].[F:1][C:2]1[CH:3]=[C:4]2[C:8](=[CH:9][C:10]=1[F:11])[CH2:7][CH:6]([NH2:13])[CH2:5]2, predict the reactants needed to synthesize it. The reactants are: [F:1][C:2]1[CH:3]=[C:4]2[C:8](=[CH:9][C:10]=1[F:11])[C:7](=O)/[C:6](=[N:13]/O)/[CH2:5]2.[ClH:15]. (5) Given the product [CH:22]1([C:25]2[C:30]([N:31]3[CH:35]=[N:34][N:33]=[N:32]3)=[CH:29][C:28]([NH:36][C:2]3[N:7]=[C:6]([NH:8][CH:9]4[CH2:17][CH:16]5[N:12]([CH2:13][CH2:14][CH2:15]5)[C:11]([CH3:19])([CH3:18])[CH2:10]4)[C:5]([C:20]#[N:21])=[CH:4][N:3]=3)=[C:27]([F:37])[CH:26]=2)[CH2:24][CH2:23]1, predict the reactants needed to synthesize it. The reactants are: Cl[C:2]1[N:7]=[C:6]([NH:8][CH:9]2[CH2:17][CH:16]3[N:12]([CH2:13][CH2:14][CH2:15]3)[C:11]([CH3:19])([CH3:18])[CH2:10]2)[C:5]([C:20]#[N:21])=[CH:4][N:3]=1.[CH:22]1([C:25]2[C:30]([N:31]3[CH:35]=[N:34][N:33]=[N:32]3)=[CH:29][C:28]([NH2:36])=[C:27]([F:37])[CH:26]=2)[CH2:24][CH2:23]1.O.C1(C)C=CC(S(O)(=O)=O)=CC=1. (6) Given the product [ClH:53].[ClH:53].[CH3:9][NH:10][C:47](=[O:49])[C:46]1[CH:50]=[CH:51][C:43]([CH2:42][N:33]([CH2:32][CH2:31][CH2:30][CH2:29][CH2:28][O:27][C:23]2[CH:22]=[C:21]3[C:26](=[CH:25][CH:24]=2)[N:17]([CH3:16])[C:18](=[O:52])[CH:19]=[CH:20]3)[CH2:34][CH2:35][C:36]2[CH:37]=[N:38][CH:39]=[CH:40][CH:41]=2)=[CH:44][CH:45]=1, predict the reactants needed to synthesize it. The reactants are: P([C:9]#[N:10])(=O)(OCC)OCC.CN(C=O)C.[CH3:16][N:17]1[C:26]2[C:21](=[CH:22][C:23]([O:27][CH2:28][CH2:29][CH2:30][CH2:31][CH2:32][N:33]([CH2:42][C:43]3[CH:51]=[CH:50][C:46]([C:47]([OH:49])=O)=[CH:45][CH:44]=3)[CH2:34][CH2:35][C:36]3[CH:37]=[N:38][CH:39]=[CH:40][CH:41]=3)=[CH:24][CH:25]=2)[CH:20]=[CH:19][C:18]1=[O:52].[ClH:53].CN. (7) Given the product [C:1]([C:3]1[CH:4]=[C:5]([CH2:16][C:17]([NH:32][C:29]2[CH:28]=[CH:27][C:26]([C:22]3[N:21]=[N:20][CH:25]=[CH:24][CH:23]=3)=[CH:31][N:30]=2)=[O:19])[CH:6]=[CH:7][C:8]=1[C:9]1[CH:14]=[CH:13][N:12]=[C:11]([CH3:15])[CH:10]=1)#[N:2], predict the reactants needed to synthesize it. The reactants are: [C:1]([C:3]1[CH:4]=[C:5]([CH2:16][C:17]([OH:19])=O)[CH:6]=[CH:7][C:8]=1[C:9]1[CH:14]=[CH:13][N:12]=[C:11]([CH3:15])[CH:10]=1)#[N:2].[N:20]1[CH:25]=[CH:24][CH:23]=[C:22]([C:26]2[CH:27]=[CH:28][C:29]([NH2:32])=[N:30][CH:31]=2)[N:21]=1.C1(N=C=NC2CCCCC2)CCCCC1.